From a dataset of CYP2C9 inhibition data for predicting drug metabolism from PubChem BioAssay. Regression/Classification. Given a drug SMILES string, predict its absorption, distribution, metabolism, or excretion properties. Task type varies by dataset: regression for continuous measurements (e.g., permeability, clearance, half-life) or binary classification for categorical outcomes (e.g., BBB penetration, CYP inhibition). Dataset: cyp2c9_veith. (1) The compound is CC(C)CNC(=O)C(=O)N/N=C/c1cccs1. The result is 0 (non-inhibitor). (2) The molecule is NCS(=O)(=O)O. The result is 0 (non-inhibitor). (3) The drug is Nc1nc(=S)c2ncn([C@H]3O[C@@H](CO)[C@@H](O)[C@@H]3O)c2[nH]1.O. The result is 0 (non-inhibitor). (4) The compound is CO/N=C\c1ccc(C(=O)N2[C@H](C(=O)OC)CC[C@H](C)[C@H]2c2ccc(C)cc2)cc1. The result is 1 (inhibitor).